From a dataset of Full USPTO retrosynthesis dataset with 1.9M reactions from patents (1976-2016). Predict the reactants needed to synthesize the given product. (1) Given the product [CH2:62]([O:61][CH2:60][CH2:59][O:58][CH2:57][CH2:56][O:55][CH2:54][CH2:53][O:52][CH2:51][CH2:50][O:49][CH2:48][CH2:47][O:45][C:40]1[CH:39]=[C:38]([O:37][CH2:36][CH2:35][O:34][CH2:33][CH2:32][O:31][CH2:30][CH2:29][O:28][CH2:27][CH2:26][O:25][CH2:24][CH2:23][O:22][C:3]([C:16]2[CH:17]=[CH:18][CH:19]=[CH:20][CH:21]=2)([C:10]2[CH:11]=[CH:12][CH:13]=[CH:14][CH:15]=2)[C:4]2[CH:5]=[CH:6][CH:7]=[CH:8][CH:9]=2)[CH:43]=[C:42]([O:44][CH2:36][CH2:35][O:34][CH2:33][CH2:32][O:31][CH2:30][CH2:29][O:28][CH2:27][CH2:26][O:25][CH2:24][CH2:23][O:22][CH2:3][C:4]2[CH:5]=[CH:6][CH:7]=[CH:8][CH:9]=2)[CH:41]=1)[C:63]1[CH:68]=[CH:67][CH:66]=[CH:65][CH:64]=1, predict the reactants needed to synthesize it. The reactants are: [H-].[Na+].[C:3]([O:22][CH2:23][CH2:24][O:25][CH2:26][CH2:27][O:28][CH2:29][CH2:30][O:31][CH2:32][CH2:33][O:34][CH2:35][CH2:36][O:37][C:38]1[CH:39]=[C:40]([OH:45])[CH:41]=[C:42]([OH:44])[CH:43]=1)([C:16]1[CH:21]=[CH:20][CH:19]=[CH:18][CH:17]=1)([C:10]1[CH:15]=[CH:14][CH:13]=[CH:12][CH:11]=1)[C:4]1[CH:9]=[CH:8][CH:7]=[CH:6][CH:5]=1.Br[CH2:47][CH2:48][O:49][CH2:50][CH2:51][O:52][CH2:53][CH2:54][O:55][CH2:56][CH2:57][O:58][CH2:59][CH2:60][O:61][CH2:62][C:63]1[CH:68]=[CH:67][CH:66]=[CH:65][CH:64]=1. (2) Given the product [Br:1][C:2]1[CH:7]=[CH:6][C:5]([C:14]2[CH:15]=[CH:16][C:11]([Si:10]([CH3:21])([CH3:20])[CH3:9])=[CH:12][CH:13]=2)=[CH:4][CH:3]=1, predict the reactants needed to synthesize it. The reactants are: [Br:1][C:2]1[CH:7]=[CH:6][C:5](I)=[CH:4][CH:3]=1.[CH3:9][Si:10]([CH3:21])([CH3:20])[C:11]1[CH:16]=[CH:15][C:14](B(O)O)=[CH:13][CH:12]=1.C(=O)([O-])[O-].[K+].[K+]. (3) Given the product [Cl:11][C:12]1[CH:17]=[CH:16][C:15]([S:18]([NH:8][C:6]2[CH:7]=[C:2]([Cl:1])[CH:3]=[CH:4][C:5]=2[S:9][CH3:10])(=[O:20])=[O:19])=[CH:14][C:13]=1[CH3:22], predict the reactants needed to synthesize it. The reactants are: [Cl:1][C:2]1[CH:3]=[CH:4][C:5]([S:9][CH3:10])=[C:6]([NH2:8])[CH:7]=1.[Cl:11][C:12]1[CH:17]=[CH:16][C:15]([S:18](Cl)(=[O:20])=[O:19])=[CH:14][C:13]=1[CH3:22].